From a dataset of Catalyst prediction with 721,799 reactions and 888 catalyst types from USPTO. Predict which catalyst facilitates the given reaction. (1) Reactant: Cl.Cl.[CH3:3][N:4]1[CH2:13][C@@H:12]([C:14]2[CH:23]=[CH:22][C:21]3[C:16](=[CH:17][CH:18]=[CH:19][CH:20]=3)[CH:15]=2)[C:11]2[C:6](=[CH:7][C:8]([C:24]3[N:29]=[N:28][C:27]([NH2:30])=[CH:26][CH:25]=3)=[CH:9][CH:10]=2)[CH2:5]1.C([O-])(O)=O.[Na+]. Product: [CH3:3][N:4]1[CH2:13][C@@H:12]([C:14]2[CH:23]=[CH:22][C:21]3[C:16](=[CH:17][CH:18]=[CH:19][CH:20]=3)[CH:15]=2)[C:11]2[C:6](=[CH:7][C:8]([C:24]3[N:29]=[N:28][C:27]([NH2:30])=[CH:26][CH:25]=3)=[CH:9][CH:10]=2)[CH2:5]1. The catalyst class is: 24. (2) Reactant: [C:1]([O:5][C:6](=[O:19])[NH:7][C@@H:8]([C:13]1[CH:18]=[CH:17][CH:16]=[CH:15][CH:14]=1)[C@@H:9]([OH:12])[CH:10]=[CH2:11])([CH3:4])([CH3:3])[CH3:2].CO[C:22](OC)([CH3:24])[CH3:23].C1(C)C=CC(S([O-])(=O)=O)=CC=1.[NH+]1C=CC=CC=1. Product: [C:1]([O:5][C:6]([N:7]1[C@@H:8]([C:13]2[CH:18]=[CH:17][CH:16]=[CH:15][CH:14]=2)[C@@H:9]([CH:10]=[CH2:11])[O:12][C:22]1([CH3:24])[CH3:23])=[O:19])([CH3:2])([CH3:3])[CH3:4]. The catalyst class is: 17. (3) Reactant: [NH2:1][C:2]1[CH:3]=[C:4]([CH:7]=[CH:8][C:9]=1[S:10][CH2:11][C:12]1[CH:17]=[CH:16][CH:15]=[CH:14][CH:13]=1)[C:5]#[N:6].[O:18]1[C:22]2[CH:23]=[CH:24][CH:25]=[CH:26][C:21]=2[CH:20]=[C:19]1[S:27](Cl)(=[O:29])=[O:28]. Product: [CH2:11]([S:10][C:9]1[CH:8]=[CH:7][C:4]([C:5]#[N:6])=[CH:3][C:2]=1[NH:1][S:27]([C:19]1[O:18][C:22]2[CH:23]=[CH:24][CH:25]=[CH:26][C:21]=2[CH:20]=1)(=[O:28])=[O:29])[C:12]1[CH:17]=[CH:16][CH:15]=[CH:14][CH:13]=1. The catalyst class is: 17. (4) Reactant: [N+](C1C=[CH:6][C:7]([S:10][S:11][C:12]2[CH:17]=[CH:16][C:15]([N+:18]([O-:20])=[O:19])=[CH:14][N:13]=2)=NC=1)([O-])=O.Cl.[NH2:22][CH2:23]C(S)C. Product: [N+:18]([C:15]1[CH:16]=[CH:17][C:12]([S:11][S:10][CH:7]([CH3:6])[CH2:23][NH2:22])=[N:13][CH:14]=1)([O-:20])=[O:19]. The catalyst class is: 177. (5) Reactant: [CH:1]([N:4]=[C:5]=[O:6])([CH3:3])[CH3:2].Cl.Cl.[NH:9]1[CH2:14][CH2:13][CH:12]([CH2:15][CH2:16][NH:17][C:18]2[N:19]([CH2:32][CH2:33][CH3:34])[N:20]=[C:21]3[C:30]=2[C:29]2[CH:28]=[CH:27][CH:26]=[CH:25][C:24]=2[N:23]=[C:22]3[NH2:31])[CH2:11][CH2:10]1.C(N(CC)CC)C.CN(C)C=O. Product: [NH2:31][C:22]1[C:21]2=[N:20][N:19]([CH2:32][CH2:33][CH3:34])[C:18]([NH:17][CH2:16][CH2:15][CH:12]3[CH2:13][CH2:14][N:9]([C:5]([NH:4][CH:1]([CH3:3])[CH3:2])=[O:6])[CH2:10][CH2:11]3)=[C:30]2[C:29]2[CH:28]=[CH:27][CH:26]=[CH:25][C:24]=2[N:23]=1. The catalyst class is: 4. (6) Reactant: [Cl:1][C:2]1[N:6]2[N:7]=[C:8]([CH:20]([CH3:22])[CH3:21])[C:9]([CH:18]=O)=[C:10]([C:11]3[CH:16]=[CH:15][C:14]([F:17])=[CH:13][CH:12]=3)[C:5]2=[CH:4][CH:3]=1.[NH2:23][CH2:24][CH2:25][OH:26].C([BH3-])#N.[Na+]. Product: [Cl:1][C:2]1[N:6]2[N:7]=[C:8]([CH:20]([CH3:21])[CH3:22])[C:9]([CH2:18][NH:23][CH2:24][CH2:25][OH:26])=[C:10]([C:11]3[CH:16]=[CH:15][C:14]([F:17])=[CH:13][CH:12]=3)[C:5]2=[CH:4][CH:3]=1. The catalyst class is: 212. (7) Reactant: C([O:4][CH2:5][C:6](Cl)=[O:7])(=O)C.N[C@@H:10]([CH2:34][C:35]1[CH:40]=[CH:39][CH:38]=[CH:37][CH:36]=1)[CH2:11][NH:12][C:13]1[N:18]([CH3:19])[C:17](=[O:20])[C:16]([C:21]2[CH:26]=[CH:25][C:24]([F:27])=[CH:23][CH:22]=2)=[C:15]([C:28]2[CH:33]=[CH:32][N:31]=[CH:30][CH:29]=2)[N:14]=1.C([N:43](CC)CC)C. Product: [F:27][C:24]1[CH:23]=[CH:22][C:21]([C:16]2[C:17](=[O:20])[N:18]([CH3:19])[C:13]([NH:12][CH2:11][CH2:10][C@H:34]([NH:43][C:6](=[O:7])[CH2:5][OH:4])[C:35]3[CH:40]=[CH:39][CH:38]=[CH:37][CH:36]=3)=[N:14][C:15]=2[C:28]2[CH:33]=[CH:32][N:31]=[CH:30][CH:29]=2)=[CH:26][CH:25]=1. The catalyst class is: 4.